This data is from Experimentally validated miRNA-target interactions with 360,000+ pairs, plus equal number of negative samples. The task is: Binary Classification. Given a miRNA mature sequence and a target amino acid sequence, predict their likelihood of interaction. (1) The miRNA is hsa-miR-4761-3p with sequence GAGGGCAUGCGCACUUUGUCC. The protein sequence of the target gene is MAPGEKIKAKIKKNLPVTGPQAPTIKELMRWYCLNTNTHGCRRIVVSRGRLRRLLWIGFTLTAVALILWQCALLVFSFYTVSVSIKVHFRKLDFPAVTICNINPYKYSTVRHLLADLEQETREALKSLYGFPESRKRREAESWNSVSEGKQPRFSHRIPLLIFDQDEKGKARDFFTGRKRKVGGSIIHKASNVMHIESKQVVGFQLCSNDTSDCATYTFSSGINAIQEWYKLHYMNIMAQVPLEKKINMSYSAEELLVTCFFDGVSCDARNFTLFHHPMHGNCYTFNNRENETILSTSMG.... Result: 0 (no interaction). (2) The miRNA is hsa-miR-4740-5p with sequence AGGACUGAUCCUCUCGGGCAGG. The protein sequence of the target gene is MSIYFPIHCPDYLRSAKMTEVMMNTQPMEEIGLSPRKDGLSYQIFPDPSDFDRCCKLKDRLPSIVVEPTEGEVESGELRWPPEEFLVQEDEQDNCEETAKENKEQ. Result: 0 (no interaction).